Dataset: Reaction yield outcomes from USPTO patents with 853,638 reactions. Task: Predict the reaction yield, written as a fraction of the theoretical maximum amount of product (1.0 means a 100% yield; for example, 0.34 means a 34% yield). (1) The catalyst is [Pd].CO. The reactants are [CH3:1][O:2][C:3](=[O:29])[CH:4]([C:9]1[C:14]([CH3:15])=[CH:13][CH:12]=[C:11]([CH:16]2[CH2:18][CH2:17]2)[C:10]=1[C:19]1[CH:20]=[C:21]2[C:26](=[CH:27][CH:28]=1)[O:25][CH2:24][CH2:23][CH2:22]2)[O:5][C:6]([CH3:8])=[CH2:7].[H][H]. The product is [CH3:1][O:2][C:3](=[O:29])[CH:4]([C:9]1[C:14]([CH3:15])=[CH:13][CH:12]=[C:11]([CH2:16][CH2:17][CH3:18])[C:10]=1[C:19]1[CH:20]=[C:21]2[C:26](=[CH:27][CH:28]=1)[O:25][CH2:24][CH2:23][CH2:22]2)[O:5][CH:6]([CH3:7])[CH3:8]. The yield is 0.800. (2) The reactants are [C:1]([NH:11][CH2:12][CH2:13][C:14]([OH:16])=[O:15])([O:3][CH2:4][C:5]1[CH:10]=[CH:9][CH:8]=[CH:7][CH:6]=1)=[O:2].BrCC(O[C:22]([CH3:25])([CH3:24])[CH3:23])=[O:20].C([O-])([O-])=O.[K+].[K+]. The catalyst is CC(C)=O. The product is [C:14]([OH:16])(=[O:15])[CH2:13][OH:20].[C:22]([N:11]([C:1]([O:3][CH2:4][C:5]1[CH:10]=[CH:9][CH:8]=[CH:7][CH:6]=1)=[O:2])[CH2:12][CH2:13][C:14]([OH:16])=[O:15])([CH3:25])([CH3:24])[CH3:23]. The yield is 0.990. (3) The reactants are [C:1]([C:5]1[CH:6]=[C:7]2[C:11](=[CH:12][C:13]=1[N+:14]([O-])=O)[NH:10][CH:9]=[CH:8]2)([CH3:4])([CH3:3])[CH3:2]. The catalyst is [Ni].CO. The product is [C:1]([C:5]1[CH:6]=[C:7]2[C:11](=[CH:12][C:13]=1[NH2:14])[NH:10][CH:9]=[CH:8]2)([CH3:4])([CH3:2])[CH3:3]. The yield is 0.870. (4) The catalyst is C(O)C.[Pd]. The reactants are C([O:8][C:9]1[CH:29]=[CH:28][C:12]([O:13][CH2:14][CH:15]2[CH2:20][CH2:19][N:18]([C:21]([O:23][C:24]([CH3:27])([CH3:26])[CH3:25])=[O:22])[CH2:17][CH2:16]2)=[CH:11][CH:10]=1)C1C=CC=CC=1. The product is [OH:8][C:9]1[CH:10]=[CH:11][C:12]([O:13][CH2:14][CH:15]2[CH2:16][CH2:17][N:18]([C:21]([O:23][C:24]([CH3:25])([CH3:26])[CH3:27])=[O:22])[CH2:19][CH2:20]2)=[CH:28][CH:29]=1. The yield is 1.00. (5) The reactants are [OH:1][C@@H:2]([C:23]1[CH:28]=[CH:27][CH:26]=[CH:25][CH:24]=1)[CH2:3][CH2:4][N:5]1[CH2:10][CH2:9][CH:8]([C:11]2[CH:12]=[C:13]([NH:17][C:18](=[O:22])[CH:19]([CH3:21])[CH3:20])[CH:14]=[CH:15][CH:16]=2)[CH2:7][CH2:6]1.[C:29]1(O)[C:38]2[C:33](=[CH:34][CH:35]=[CH:36][CH:37]=2)[CH:32]=[CH:31][CH:30]=1.C1(P(C2C=CC=CC=2)C2C=CC=CC=2)C=CC=CC=1.N(C(OCC)=O)=NC(OCC)=O.N. The catalyst is C1COCC1.C(Cl)(Cl)Cl. The product is [CH3:20][CH:19]([CH3:21])[C:18]([NH:17][C:13]1[CH:14]=[CH:15][CH:16]=[C:11]([CH:8]2[CH2:9][CH2:10][N:5]([CH2:4][CH2:3][C@H:2]([O:1][C:37]3[C:38]4[C:33](=[CH:32][CH:31]=[CH:30][CH:29]=4)[CH:34]=[CH:35][CH:36]=3)[C:23]3[CH:24]=[CH:25][CH:26]=[CH:27][CH:28]=3)[CH2:6][CH2:7]2)[CH:12]=1)=[O:22]. The yield is 0.662.